Dataset: Experimentally validated miRNA-target interactions with 360,000+ pairs, plus equal number of negative samples. Task: Binary Classification. Given a miRNA mature sequence and a target amino acid sequence, predict their likelihood of interaction. (1) The miRNA is hsa-let-7g-5p with sequence UGAGGUAGUAGUUUGUACAGUU. The protein sequence of the target gene is MLKRKPSNVSEKEKHQKPKRSSSFGNFDRFRNNSLSKPDDSTEAHEGDPTNGSGEQSKTSNNGGGLGKKMRAISWTMKKKVGKKYIKALSEEKDEEDGENAHPYRNSDPVIGTHTEKVSLKASDSMDSLYSGQSSSSGITSCSDGTSNRDSFRLDDDGPYSGPFCGRARVHTDFTPSPYDTDSLKIKKGDIIDIICKTPMGMWTGMLNNKVGNFKFIYVDVISEEEAAPKKIKANRRSNSKKSKTLQEFLERIHLQEYTSTLLLNGYETLEDLKDIKESHLIELNIENPDDRRRLLSAAE.... Result: 0 (no interaction). (2) The miRNA is hsa-miR-4496 with sequence GAGGAAACUGAAGCUGAGAGGG. The protein sequence of the target gene is MHLHQVLTGAVNPGDNCYSVGSVGDVPFTAYGSGCDIVILASDFECVQIIPGAKHGNIQVSCVECSNQHGRVAASYGNAVCIFEPLGVNSHKRNSQLKCQWLKTGQFFLSSVTYNLAWDPQDNRLLTATDSIQLWAPPGGDILEEEEDVDNRAPPVLNDWKCIWQCKTSVSVHLMEWSPDGEYFATAGKDDCLLKVWYPMTGWKSSIIPQDPHEVKRRRASTQFSFVYLAHPRAVTGFSWRKTSKYMPRGSVCNVLLTSCHDGVCRLWAETLLPEDCLLGEQICETTTSSVASNLSSAGK.... Result: 0 (no interaction). (3) The miRNA is hsa-miR-7113-3p with sequence CCUCCCUGCCCGCCUCUCUGCAG. The protein sequence of the target gene is MIYKCPMCREFFSERADLFMHQKIHTAEKPHKCDKCDKGFFHISELHIHWRDHTGEKVYKCDDCGKDFSTTTKLNRHKKIHTVEKPYKCYECGKAFNWSSHLQIHMRVHTGEKPYVCSECGRGFSNSSNLCMHQRVHTGEKPFKCEECGKAFRHTSSLCMHQRVHTGEKPYKCYECGKAFSQSSSLCIHQRVHTGEKPYRCCGCGKAFSQSSSLCIHQRVHTGEKPFKCDECGKAFSQSTSLCIHQRVHTKERNHLKISVI. Result: 1 (interaction). (4) The miRNA is mmu-miR-335-3p with sequence UUUUUCAUUAUUGCUCCUGACC. The protein sequence of the target gene is MGCSSSALNKAGDSSRFGSGVTSNENSSTVEHNKFCVDQPKPCTPGGEAAFHGNTQRESHPSLERPKASVVPTANGVKSYHQPSLANDETPGKEATDHSRPTKKIEPLVQGGECEQPQPGGKDDMLGTEEVKKDVEARTEVPSLKGDAEIKPLRLSSERDSPGAPQAGTMKFLQTAENILPLETTQELPPKEATGKGAQPQILEAIPKENSSPEIEGIQSAESSGQQQLVEAPGEAEQPQALETVLKENETSQMPGRSQPVPTPVMNKSPCEAPDGLRNAHEPQVTGGNRVQPAETGETA.... Result: 1 (interaction). (5) The miRNA is mmu-miR-425-5p with sequence AAUGACACGAUCACUCCCGUUGA. The protein sequence of the target gene is MDEPSPLAKTLELNQHSRFIIGSVSEDNSEDEISNLVKLDLEEKEGSLSPASVSSDTLSDLGISGLQDGLAFHMRSSMSGLHLVKQGRDRKKIDSQRDFTVASPAEFVTRFGGNKVIEKVLIANNGIAAVKCMRSIRRWSYEMFRNERAIRFVVMVTPEDLKANAEYIKMADHYVPVPGGPNNNNYANVELILDIAKRIPVQAVWAGWGHASENPKLPELLLKNGIAFMGPPSQAMWALGDKIASSIVAQTAGIPTLPWSGSGLRVDWQENDFSKRILNVPQDLYEKGYVKDVDDGLKAA.... Result: 1 (interaction). (6) The miRNA is mmu-miR-92a-3p with sequence UAUUGCACUUGUCCCGGCCUG. The protein sequence of the target gene is MYTSHEDIGYDFEDGPKDKKTLKPHPNIDGGWAWMMVLSSFFVHILIMGSQMALGVLNVEWLEEFHQSRGLTAWVSSLSMGITLIVGPFIGLFINTCGCRQTAIIGGLVNSLGWVLSAYAANVHYLFITFGVAAGLGSGMAYLPAVVMVGRYFQKRRALAQGLSTTGTGFGTFLMTVLLKYLCAEYGWRNAMLIQGAVSLNLCVCGALMRPLSPGKNPNDPGEKDVRGLPAHSTESVKSTGQQGRTEEKDGGLGNEETLCDLQAQECPDQAGHRKNMCALRILKTVSWLTMRVRKGFEDW.... Result: 0 (no interaction). (7) The miRNA is hsa-miR-4669 with sequence UGUGUCCGGGAAGUGGAGGAGG. The protein sequence of the target gene is MAGHLASDFAFSPPPGGGGDGPWGAEPGWVDPLTWLSFQGPPGGPGIGPGVGPGSEVWGIPPCPPPYELCGGMAYCGPQVGVGLVPQGGLETSQPESEAGVGVESNSNGASPEPCTVPPGAVKLEKEKLEQNPEKSQDIKALQKELEQFAKLLKQKRITLGYTQADVGLILGVLFGKVFSQKTICRFEALQLSFKNMCKLRPLLQKWVEEADNNENLQEICKAETLMQARKRKRTSIENRVRGNLENLFLQCPKPTLQISHIAQQLGLEKDVVRVWFCNRRQKGKRSSSDYAQREDFEAA.... Result: 1 (interaction).